From a dataset of Full USPTO retrosynthesis dataset with 1.9M reactions from patents (1976-2016). Predict the reactants needed to synthesize the given product. (1) Given the product [OH:35][CH2:34][CH2:33][N:32]([CH:18]=[C:17]1[C:16]2[C:15]([CH3:30])([C:14]3[CH:5]([O:4][C:2](=[O:3])[CH3:1])[CH2:6][C:7]4([CH3:31])[CH:8]([C:13]=3[C:21](=[O:22])[C:20]=2[OH:19])[CH2:9][CH2:10][CH:11]4[OH:12])[CH:26]([CH2:27][O:28][CH3:29])[O:25][C:23]1=[O:24])[CH2:36][CH2:37][OH:38], predict the reactants needed to synthesize it. The reactants are: [CH3:1][C:2]([O:4][C@H:5]1[C:14]2[C@@:15]3([CH3:30])[C@@H:26]([CH2:27][O:28][CH3:29])[O:25][C:23](=[O:24])[C:17]4=[CH:18][O:19][C:20]([C:21](=[O:22])[C:13]=2[C@@H:8]2[CH2:9][CH2:10][C@H:11]([OH:12])[C@@:7]2([CH3:31])[CH2:6]1)=[C:16]34)=[O:3].[NH:32]([CH2:36][CH2:37][OH:38])[CH2:33][CH2:34][OH:35]. (2) Given the product [CH3:12][O:11][C:4]1[CH:3]=[C:2]([N:23]2[CH2:22][CH2:21][CH:20]([N:17]3[CH2:16][CH2:15][N:14]([CH3:13])[CH2:19][CH2:18]3)[CH2:25][CH2:24]2)[CH:7]=[CH:6][C:5]=1[N+:8]([O-:10])=[O:9], predict the reactants needed to synthesize it. The reactants are: F[C:2]1[CH:7]=[CH:6][C:5]([N+:8]([O-:10])=[O:9])=[C:4]([O:11][CH3:12])[CH:3]=1.[CH3:13][N:14]1[CH2:19][CH2:18][N:17]([CH:20]2[CH2:25][CH2:24][NH:23][CH2:22][CH2:21]2)[CH2:16][CH2:15]1.C(N(CC)CC)C. (3) Given the product [Br-:1].[CH2:2]1[N+:6]2([CH2:10][CH2:9][CH2:8][CH2:7]2)[CH2:4][CH2:3]1, predict the reactants needed to synthesize it. The reactants are: [Br:1][CH2:2][CH2:3][CH2:4]Br.[NH:6]1[CH2:10][CH2:9][CH2:8][CH2:7]1. (4) Given the product [ClH:3].[Cl:3][C:4]1[CH:9]=[C:8]([CH2:10][O:11][C:12]2[CH:21]=[C:20]3[C:15]([C:16]([NH:22][C:23]4[CH:28]=[C:27]([OH:29])[C:26]([CH3:34])=[CH:25][C:24]=4[F:35])=[N:17][CH:18]=[N:19]3)=[CH:14][C:13]=2[O:36][CH3:37])[CH:7]=[C:6]([CH3:38])[N:5]=1, predict the reactants needed to synthesize it. The reactants are: [OH-].[Na+].[Cl:3][C:4]1[CH:9]=[C:8]([CH2:10][O:11][C:12]2[CH:21]=[C:20]3[C:15]([C:16]([NH:22][C:23]4[CH:28]=[C:27]([O:29]C(OC)=O)[C:26]([CH3:34])=[CH:25][C:24]=4[F:35])=[N:17][CH:18]=[N:19]3)=[CH:14][C:13]=2[O:36][CH3:37])[CH:7]=[C:6]([CH3:38])[N:5]=1. (5) Given the product [Cl:10][C:8]1[CH:9]=[C:4]([O:27][CH2:26][C:25]2[CH:28]=[CH:29][C:22]([O:21][CH3:20])=[CH:23][CH:24]=2)[N:5]=[C:6]([C:11]2[S:12][CH:13]=[C:14]([C:16]([F:19])([F:18])[F:17])[N:15]=2)[N:7]=1, predict the reactants needed to synthesize it. The reactants are: [H-].[Na+].Cl[C:4]1[CH:9]=[C:8]([Cl:10])[N:7]=[C:6]([C:11]2[S:12][CH:13]=[C:14]([C:16]([F:19])([F:18])[F:17])[N:15]=2)[N:5]=1.[CH3:20][O:21][C:22]1[CH:29]=[CH:28][C:25]([CH2:26][OH:27])=[CH:24][CH:23]=1.C([O-])(O)=O.[Na+].